From a dataset of Forward reaction prediction with 1.9M reactions from USPTO patents (1976-2016). Predict the product of the given reaction. (1) Given the reactants Br[C:2]1[CH:7]=[CH:6][CH:5]=[CH:4][N:3]=1.[Li]CCCC.Br[C:14]1[CH:15]=[C:16]([CH:19]=[CH:20][CH:21]=1)[CH:17]=[O:18].Cl, predict the reaction product. The product is: [N:3]1[CH:4]=[CH:5][CH:6]=[CH:7][C:2]=1[C:14]1[CH:15]=[C:16]([CH:19]=[CH:20][CH:21]=1)[CH:17]=[O:18]. (2) Given the reactants [CH:1]([C:4]1[CH:5]=[C:6]([CH:9]=[C:10]([CH:21]([CH3:23])[CH3:22])[C:11]=1[O:12][CH2:13][CH2:14][N:15]1[CH2:20][CH2:19][O:18][CH2:17][CH2:16]1)[CH:7]=O)([CH3:3])[CH3:2].[Br:24][C:25]1[CH:26]=[C:27]2[C:31](=[CH:32][CH:33]=1)[NH:30][C:29](=[O:34])[CH2:28]2.N1CCCC1.Cl, predict the reaction product. The product is: [Br:24][C:25]1[CH:26]=[C:27]2[C:31](=[CH:32][CH:33]=1)[NH:30][C:29](=[O:34])[C:28]2=[CH:7][C:6]1[CH:5]=[C:4]([CH:1]([CH3:3])[CH3:2])[C:11]([O:12][CH2:13][CH2:14][N:15]2[CH2:20][CH2:19][O:18][CH2:17][CH2:16]2)=[C:10]([CH:21]([CH3:23])[CH3:22])[CH:9]=1. (3) Given the reactants Br[C:2]1[CH:17]=[CH:16][C:5]2[N:6]([CH2:11][C:12]([F:15])([F:14])[F:13])[C:7]([CH2:9][CH3:10])=[N:8][C:4]=2[C:3]=1[Cl:18].[C:19]([Cu])#[N:20], predict the reaction product. The product is: [Cl:18][C:3]1[C:4]2[N:8]=[C:7]([CH2:9][CH3:10])[N:6]([CH2:11][C:12]([F:15])([F:14])[F:13])[C:5]=2[CH:16]=[CH:17][C:2]=1[C:19]#[N:20]. (4) Given the reactants [Cl:1][C:2]1([C:5]2OC(=O)[S:7][N:6]=2)[CH2:4][CH2:3]1.[S:11]([C:21]#[N:22])([C:14]1[CH:20]=[CH:19][C:17]([CH3:18])=[CH:16][CH:15]=1)(=[O:13])=[O:12].CCCCC, predict the reaction product. The product is: [Cl:1][C:2]1([C:5]2[N:22]=[C:21]([S:11]([C:14]3[CH:20]=[CH:19][C:17]([CH3:18])=[CH:16][CH:15]=3)(=[O:13])=[O:12])[S:7][N:6]=2)[CH2:4][CH2:3]1. (5) The product is: [C:11]([NH:14][C:15]1[CH:23]=[CH:22][CH:21]=[C:20]2[C:16]=1[CH:17]=[C:18]([CH3:28])[N:19]2[CH2:2][C:1]([O:10][CH2:38][CH3:39])=[O:9])(=[O:13])[CH3:12]. Given the reactants [C:1]([OH:10])(=[O:9])[C:2]1C(=CC=CC=1)S.[C:11]([NH:14][C:15]1[CH:23]=[CH:22][CH:21]=[C:20]2[C:16]=1[CH:17](SC1C=CC(Cl)=CC=1)[C:18]([CH3:28])(CC(O)=O)[NH:19]2)(=[O:13])[CH3:12].F[C:38](F)(F)[C:39](O)=O, predict the reaction product. (6) Given the reactants [C:1]([O:5][C:6]([N:8]1[CH2:13][CH2:12][CH:11]([CH2:14]O)[CH2:10][CH2:9]1)=[O:7])([CH3:4])([CH3:3])[CH3:2].C(N(CC)CC)C.[CH3:23][S:24](Cl)(=[O:26])=[O:25].[C:28](=[O:31])([O-])O.[Na+], predict the reaction product. The product is: [C:1]([O:5][C:6]([N:8]1[CH2:9][CH2:10][CH:11]([CH2:14][CH2:28][O:31][S:24]([CH3:23])(=[O:26])=[O:25])[CH2:12][CH2:13]1)=[O:7])([CH3:2])([CH3:3])[CH3:4].